This data is from Catalyst prediction with 721,799 reactions and 888 catalyst types from USPTO. The task is: Predict which catalyst facilitates the given reaction. (1) Reactant: C(O[CH:4]=[C:5]([C:11](=[O:18])[NH:12][C:13]([O:15]CC)=O)[C:6]([O:8][CH2:9][CH3:10])=[O:7])C.[CH3:19][N:20]1[C:24]2[CH:25]=[CH:26][C:27]([NH2:29])=[CH:28][C:23]=2[N:22]=[CH:21]1.CC(C)([O-])C.[K+].Cl. Product: [CH3:19][N:20]1[C:24]2[CH:25]=[CH:26][C:27]([N:29]3[CH:4]=[C:5]([C:6]([O:8][CH2:9][CH3:10])=[O:7])[C:11](=[O:18])[NH:12][C:13]3=[O:15])=[CH:28][C:23]=2[N:22]=[CH:21]1. The catalyst class is: 40. (2) Reactant: [NH2:1][C:2]1[C:3]2[S:15][CH:14]=[C:13]([C:16]3[CH:21]=[CH:20][C:19]([NH:22][C:23]([C:25]4[N:26]([CH3:34])[C:27]5[C:32]([CH:33]=4)=[CH:31][CH:30]=[CH:29][CH:28]=5)=[O:24])=[C:18]([O:35][CH3:36])[CH:17]=3)[C:4]=2[C:5](/[N:8]=C/N(C)C)=[N:6][CH:7]=1.ClC(OC)=S.CS[C:44](=[O:46])[NH2:45].Cl.CNOC.C(N(CC)C(C)C)(C)C.[OH:61][CH2:62][CH2:63][N:64]1[CH2:69][CH2:68]N[CH2:66][CH2:65]1. Product: [NH2:8][C:5]1[C:4]2[C:13]([C:16]3[CH:21]=[CH:20][C:19]([NH:22][C:23]([C:25]4[N:26]([CH3:34])[C:27]5[C:32]([CH:33]=4)=[CH:31][CH:30]=[CH:29][CH:28]=5)=[O:24])=[C:18]([O:35][CH3:36])[CH:17]=3)=[CH:14][S:15][C:3]=2[C:2]([NH:1][C:44]([N:45]2[CH2:68][CH2:69][N:64]([CH2:63][CH2:62][OH:61])[CH2:65][CH2:66]2)=[O:46])=[CH:7][N:6]=1. The catalyst class is: 17. (3) Reactant: CO[C:3]1C=[C:7]([N:9]2[CH2:14][CH2:13][N:12]([CH3:15])[CH2:11][CH2:10]2)[CH:6]=[CH:5][C:4]=1N.CO[C:19]1[CH:20]=[C:21]([N:28]2CCN(C)C[CH2:29]2)[CH:22]=[CH:23][C:24]=1[N+:25]([O-])=O.CC[OH:37]. Product: [NH2:25][C:24]1[CH:23]=[CH:22][C:21]([N:28]2[CH2:3][CH2:4][CH2:5][CH:6]([C:7]([N:9]3[CH2:10][CH2:11][N:12]([CH3:15])[CH2:13][CH2:14]3)=[O:37])[CH2:29]2)=[CH:20][CH:19]=1. The catalyst class is: 5. (4) Reactant: F[C:2]1[CH:10]=[N:9][CH:8]=[C:7]([NH:11][C:12]2[CH:17]=[CH:16][C:15]([I:18])=[CH:14][C:13]=2[F:19])[C:3]=1[C:4]([NH2:6])=[O:5].C(=O)([O-])[O-].[Cs+].[Cs+].[OH:26][C:27]1[CH:28]=[CH:29][C:30]2[O:34][C:33](=[O:35])[NH:32][C:31]=2[CH:36]=1. Product: [F:19][C:13]1[CH:14]=[C:15]([I:18])[CH:16]=[CH:17][C:12]=1[NH:11][C:7]1[CH:8]=[N:9][CH:10]=[C:2]([O:26][C:27]2[CH:28]=[CH:29][C:30]3[O:34][C:33](=[O:35])[NH:32][C:31]=3[CH:36]=2)[C:3]=1[C:4]([NH2:6])=[O:5]. The catalyst class is: 3. (5) Reactant: Cl.[C:2]([C:4]1[CH:5]=[C:6]([CH:27]=[CH:28][CH:29]=1)[C:7]([NH:9][C:10]1[C:11]([CH3:26])=[C:12]2[C:18]([CH:19]3[CH2:24][CH2:23][NH:22][CH2:21][CH2:20]3)=[CH:17][N:16]([CH3:25])[C:13]2=[N:14][CH:15]=1)=[O:8])#[N:3].CCN(C(C)C)C(C)C.CN(C(ON1N=NC2C=CC=NC1=2)=[N+](C)C)C.F[P-](F)(F)(F)(F)F.[CH3:63][C@H:64]([C:68]([CH3:71])([CH3:70])[CH3:69])[C:65](O)=[O:66]. Product: [C:2]([C:4]1[CH:5]=[C:6]([CH:27]=[CH:28][CH:29]=1)[C:7]([NH:9][C:10]1[C:11]([CH3:26])=[C:12]2[C:18]([CH:19]3[CH2:20][CH2:21][N:22]([C:65](=[O:66])[C@H:64]([CH3:63])[C:68]([CH3:71])([CH3:70])[CH3:69])[CH2:23][CH2:24]3)=[CH:17][N:16]([CH3:25])[C:13]2=[N:14][CH:15]=1)=[O:8])#[N:3]. The catalyst class is: 3.